The task is: Predict the product of the given reaction.. This data is from Forward reaction prediction with 1.9M reactions from USPTO patents (1976-2016). (1) Given the reactants [CH:1]([C:3]1[CH:4]=[C:5]([C:13]([O:15][CH3:16])=[O:14])[C:6]2[C:11]([CH:12]=1)=[CH:10][CH:9]=[CH:8][CH:7]=2)=[CH2:2].C1C=CC(P(C2C=CC=CC=2)CCCCP(C2C=CC=CC=2)C2C=CC=CC=2)=CC=1.CC1(C)C(C)(C)OB[O:49]1.B(O[O-])=O.[Na+], predict the reaction product. The product is: [OH:49][CH2:2][CH2:1][C:3]1[CH:4]=[C:5]([C:13]([O:15][CH3:16])=[O:14])[C:6]2[C:11]([CH:12]=1)=[CH:10][CH:9]=[CH:8][CH:7]=2. (2) Given the reactants [CH3:1][O:2][C:3]1[CH:4]=[C:5]2[C:10](=[CH:11][C:12]=1[O:13][CH2:14][C:15]1[CH:20]=[CH:19][N:18]=[CH:17][CH:16]=1)[N:9]=[CH:8][N:7]=[C:6]2[O:21]C1C=CC=CC=1.N, predict the reaction product. The product is: [CH3:1][O:2][C:3]1[CH:4]=[C:5]2[C:10](=[CH:11][C:12]=1[O:13][CH2:14][C:15]1[CH:16]=[CH:17][N:18]=[CH:19][CH:20]=1)[N:9]=[CH:8][NH:7][C:6]2=[O:21]. (3) Given the reactants [OH:1][CH2:2][CH2:3][CH2:4][O:5][C:6]1[CH:11]=[CH:10][C:9]([CH2:12][C@H:13]([O:17][CH3:18])[C:14]([OH:16])=[O:15])=[CH:8][CH:7]=1.[CH3:19][C:20]1[S:21][C:22]2[CH:28]=[CH:27][C:26](O)=[CH:25][C:23]=2[N:24]=1, predict the reaction product. The product is: [CH3:18][O:17][C@@H:13]([CH2:12][C:9]1[CH:10]=[CH:11][C:6]([O:5][CH2:4][CH2:3][CH2:2][O:1][C:26]2[CH:27]=[CH:28][C:22]3[S:21][C:20]([CH3:19])=[N:24][C:23]=3[CH:25]=2)=[CH:7][CH:8]=1)[C:14]([OH:16])=[O:15]. (4) Given the reactants C1(O[C:8](=[O:19])[NH:9][C:10]2[C:14]3[CH:15]=[CH:16][CH:17]=[CH:18][C:13]=3[O:12][N:11]=2)C=CC=CC=1.[C:20]([O:24][C:25]([N:27]1[CH2:32][CH2:31][NH:30][CH2:29][CH2:28]1)=[O:26])([CH3:23])([CH3:22])[CH3:21], predict the reaction product. The product is: [C:20]([O:24][C:25]([N:27]1[CH2:32][CH2:31][N:30]([C:8](=[O:19])[NH:9][C:10]2[C:14]3[CH:15]=[CH:16][CH:17]=[CH:18][C:13]=3[O:12][N:11]=2)[CH2:29][CH2:28]1)=[O:26])([CH3:23])([CH3:21])[CH3:22]. (5) The product is: [F:1][C:2]1[CH:10]=[CH:9][C:8]([N+:11]([O-:13])=[O:12])=[CH:7][C:3]=1[C:4]([Cl:17])=[O:5]. Given the reactants [F:1][C:2]1[CH:10]=[CH:9][C:8]([N+:11]([O-:13])=[O:12])=[CH:7][C:3]=1[C:4](O)=[O:5].C(Cl)(=O)C([Cl:17])=O, predict the reaction product. (6) Given the reactants [CH2:1]([N:8]([CH3:26])[C:9]([C:11]1([C:20]2[CH:25]=[CH:24][CH:23]=[CH:22][CH:21]=2)[CH2:16][CH2:15][N:14]([CH2:17][CH2:18][NH2:19])[CH2:13][CH2:12]1)=[O:10])[C:2]1[CH:7]=[CH:6][CH:5]=[CH:4][CH:3]=1.[N:27]([C:30]1[CH:35]=[C:34](/[CH:36]=[CH:37]/[C:38]2[CH:43]=[CH:42][CH:41]=[CH:40][CH:39]=2)[N:33]=[C:32]([CH3:44])[CH:31]=1)=[C:28]=[O:29], predict the reaction product. The product is: [CH2:1]([N:8]([CH3:26])[C:9]([C:11]1([C:20]2[CH:25]=[CH:24][CH:23]=[CH:22][CH:21]=2)[CH2:12][CH2:13][N:14]([CH2:17][CH2:18][NH:19][C:28]([NH:27][C:30]2[CH:35]=[C:34](/[CH:36]=[CH:37]/[C:38]3[CH:43]=[CH:42][CH:41]=[CH:40][CH:39]=3)[N:33]=[C:32]([CH3:44])[CH:31]=2)=[O:29])[CH2:15][CH2:16]1)=[O:10])[C:2]1[CH:3]=[CH:4][CH:5]=[CH:6][CH:7]=1. (7) Given the reactants [F:1][C:2]1[CH:7]=[CH:6][CH:5]=[CH:4][C:3]=1Br.[CH3:9][CH:10]([OH:14])[CH2:11][CH:12]=[CH2:13].[Cl-].[Li+].O.O.C([O-])(=O)C.[Li+].Cl, predict the reaction product. The product is: [F:1][C:2]1[CH:7]=[CH:6][CH:5]=[CH:4][C:3]=1[CH2:13][CH2:12][CH2:11][C:10](=[O:14])[CH3:9]. (8) Given the reactants [F:8][C:7]([F:10])([F:9])[C:6](O[C:6](=[O:11])[C:7]([F:10])([F:9])[F:8])=[O:11].[NH:14]([C:16]1[CH:21]=[N:20][CH:19]=[CH:18][N:17]=1)[NH2:15], predict the reaction product. The product is: [F:10][C:7]([F:8])([F:9])[C:6]([NH:15][NH:14][C:16]1[CH:21]=[N:20][CH:19]=[CH:18][N:17]=1)=[O:11]. (9) Given the reactants [OH:1][C:2]1[CH:9]=[CH:8][C:5]([C:6]#[N:7])=[C:4]([CH:10]([CH3:12])[CH3:11])[CH:3]=1.F[C:14]1[N:19]=[CH:18][C:17]([N:20]2[C:24](=[O:25])[C:23]([CH3:27])([CH3:26])[NH:22][C:21]2=[O:28])=[CH:16][CH:15]=1.C(=O)([O-])[O-].[K+].[K+].C(OCC)C, predict the reaction product. The product is: [CH3:26][C:23]1([CH3:27])[C:24](=[O:25])[N:20]([C:17]2[CH:16]=[CH:15][C:14]([O:1][C:2]3[CH:9]=[CH:8][C:5]([C:6]#[N:7])=[C:4]([CH:10]([CH3:12])[CH3:11])[CH:3]=3)=[N:19][CH:18]=2)[C:21](=[O:28])[NH:22]1. (10) Given the reactants Br[CH2:2][C:3]1[N:4]=[C:5]([C:12]2[CH:17]=[CH:16][C:15]([F:18])=[C:14]([F:19])[CH:13]=2)[C:6]([O:9][CH2:10][CH3:11])=[N:7][CH:8]=1.C([O-])([O-])=O.[K+].[K+].[NH2:26][C:27]1[N:32]=[CH:31][C:30](B(O)O)=[CH:29][N:28]=1, predict the reaction product. The product is: [F:19][C:14]1[CH:13]=[C:12]([C:5]2[N:4]=[C:3]([CH2:2][C:30]3[CH:29]=[N:28][C:27]([NH2:26])=[N:32][CH:31]=3)[CH:8]=[N:7][C:6]=2[O:9][CH2:10][CH3:11])[CH:17]=[CH:16][C:15]=1[F:18].